This data is from Full USPTO retrosynthesis dataset with 1.9M reactions from patents (1976-2016). The task is: Predict the reactants needed to synthesize the given product. Given the product [Cl:1][C:2]1[CH:7]=[CH:6][CH:5]=[C:4]([Cl:8])[C:3]=1[N:9]1[CH:18]=[C:12]2[CH:13]=[N+:14]([O-:27])[CH:15]=[C:16]([F:17])[C:11]2=[N:10]1, predict the reactants needed to synthesize it. The reactants are: [Cl:1][C:2]1[CH:7]=[CH:6][CH:5]=[C:4]([Cl:8])[C:3]=1[N:9]1[CH:18]=[C:12]2[CH:13]=[N:14][CH:15]=[C:16]([F:17])[C:11]2=[N:10]1.C1C=C(Cl)C=C(C(OO)=[O:27])C=1.S([O-])([O-])(=O)=S.[Na+].[Na+].